This data is from Forward reaction prediction with 1.9M reactions from USPTO patents (1976-2016). The task is: Predict the product of the given reaction. (1) The product is: [CH2:13]([C:12]1[CH:11]=[C:10]2[C:6](=[CH:5][C:4]=1[CH2:1][CH3:2])[CH2:7][CH:8]([NH:15][C:16](=[O:21])[C:17]([F:19])([F:18])[F:20])[CH2:9]2)[CH3:14]. Given the reactants [C:1]([C:4]1[CH:5]=[C:6]2[C:10](=[CH:11][C:12]=1[CH2:13][CH3:14])[CH2:9][CH:8]([NH:15][C:16](=[O:21])[C:17]([F:20])([F:19])[F:18])[CH2:7]2)(=O)[CH3:2].[H][H], predict the reaction product. (2) The product is: [Cl:1][C:2]1[N:3]=[N:4][CH:5]=[C:6]([C:8]2[C:13]([C:14]([OH:16])([CH3:17])[CH3:15])=[CH:12][CH:11]=[CH:10][N:9]=2)[CH:7]=1. Given the reactants [Cl:1][C:2]1[N:3]=[N:4][CH:5]=[C:6]([C:8]2[C:13]([C:14](=[O:16])[CH3:15])=[CH:12][CH:11]=[CH:10][N:9]=2)[CH:7]=1.[C:17](C1C(Cl)=NC=CC=1)(=O)C.C[Mg]Cl.[Cl-].[NH4+], predict the reaction product. (3) Given the reactants C(=O)(O)[O-].[Na+].[N:6]#[C:7]Br.[Si:9]([O:16][CH2:17][CH2:18][NH:19][C:20]1[CH:25]=[CH:24][C:23]([NH:26][C:27]([C:29]2[C:33]([C:34]([NH:36][C:37]3[CH:42]=[CH:41][C:40]([Cl:43])=[CH:39][CH:38]=3)=[O:35])=[CH:32][N:31]([CH3:44])[CH:30]=2)=[O:28])=[CH:22][CH:21]=1)([C:12]([CH3:15])([CH3:14])[CH3:13])([CH3:11])[CH3:10], predict the reaction product. The product is: [Si:9]([O:16][CH2:17][CH2:18][N:19]([C:7]#[N:6])[C:20]1[CH:21]=[CH:22][C:23]([NH:26][C:27]([C:29]2[C:33]([C:34]([NH:36][C:37]3[CH:42]=[CH:41][C:40]([Cl:43])=[CH:39][CH:38]=3)=[O:35])=[CH:32][N:31]([CH3:44])[CH:30]=2)=[O:28])=[CH:24][CH:25]=1)([C:12]([CH3:15])([CH3:14])[CH3:13])([CH3:11])[CH3:10]. (4) Given the reactants C([O:9][C@H:10]1[C@@H:15]([O:16]C(=O)C2C=CC=CC=2)[C@H:14]([O:25]C(=O)C2C=CC=CC=2)[C@@H:13]([CH2:34][O:35]C(=O)C2C=CC=CC=2)[O:12][C@@H:11]1[O:44][C@H:45]1[C@H:56]([O:57][CH2:58][C:59]2[CH:64]=[CH:63][CH:62]=[CH:61][CH:60]=2)[C@@H:55]([CH2:65][O:66][C@H:67]2[O:99][C@H:98]([CH2:100][O:101]C(=O)C3C=CC=CC=3)[C@@H:88]([O:89]C(=O)C3C=CC=CC=3)[C@H:78]([O:79]C(=O)C3C=CC=CC=3)[C@@H:68]2[O:69]C(=O)C2C=CC=CC=2)[O:54][C@@H:47]([O:48][CH2:49][CH2:50][N:51]=[N+:52]=[N-:53])[C@@H:46]1[F:110])(=O)C1C=CC=CC=1.O(C)[Na], predict the reaction product. The product is: [C@H:11]1([O:44][C@H:45]2[C@H:56]([O:57][CH2:58][C:59]3[CH:60]=[CH:61][CH:62]=[CH:63][CH:64]=3)[C@@H:55]([CH2:65][O:66][C@H:67]3[O:99][C@H:98]([CH2:100][OH:101])[C@@H:88]([OH:89])[C@H:78]([OH:79])[C@@H:68]3[OH:69])[O:54][C@@H:47]([O:48][CH2:49][CH2:50][N:51]=[N+:52]=[N-:53])[C@@H:46]2[F:110])[O:12][C@H:13]([CH2:34][OH:35])[C@@H:14]([OH:25])[C@H:15]([OH:16])[C@@H:10]1[OH:9]. (5) Given the reactants C([O:3][C:4](=O)[C:5]1[CH:10]=[CH:9][C:8]([C:11]2[NH:20][C:14]3[N:15]=[CH:16][N:17]=[C:18]([Cl:19])[C:13]=3[CH:12]=2)=[CH:7][CH:6]=1)C.[H-].C([Al+]CC(C)C)C(C)C.[OH-].[Na+].[O-]S([O-])(=O)=O.[Na+].[Na+], predict the reaction product. The product is: [Cl:19][C:18]1[C:13]2[CH:12]=[C:11]([C:8]3[CH:7]=[CH:6][C:5]([CH2:4][OH:3])=[CH:10][CH:9]=3)[NH:20][C:14]=2[N:15]=[CH:16][N:17]=1. (6) Given the reactants Cl[C:2]1[CH:3]=[CH:4][CH:5]=[C:6]2[C:10]=1[C:9](=[O:11])[CH:8]([CH2:12][CH:13]1[CH2:18][CH2:17][CH2:16][CH2:15][CH2:14]1)[CH2:7]2.C[C:20]1[C:25]([CH3:26])=[CH:24][CH:23]=[CH:22][C:21]=1B(O)O.[C:30](=O)([O-])[O-].[Na+].[Na+].C(O)CO, predict the reaction product. The product is: [CH3:26][C:25]1[CH:24]=[C:23]([C:2]2[CH:3]=[CH:4][CH:5]=[C:6]3[C:10]=2[C:9](=[O:11])[CH:8]([CH2:12][CH:13]2[CH2:18][CH2:17][CH2:16][CH2:15][CH2:14]2)[CH2:7]3)[CH:22]=[C:21]([CH3:30])[CH:20]=1. (7) Given the reactants [NH2:1][C:2]1[C:11]2[C:6](=[CH:7][CH:8]=[CH:9][C:10]=2[O:12][CH2:13][C:14]([CH3:19])([CH3:18])[C:15]([OH:17])=O)[N:5]=[C:4]([CH3:20])[C:3]=1[C:21]([O:23][CH2:24][CH3:25])=[O:22].[CH3:26][CH2:27][CH:28]([NH2:31])[CH2:29][CH3:30], predict the reaction product. The product is: [NH2:1][C:2]1[C:11]2[C:6](=[CH:7][CH:8]=[CH:9][C:10]=2[O:12][CH2:13][C:14]([CH3:19])([CH3:18])[C:15](=[O:17])[NH:31][CH:28]([CH2:29][CH3:30])[CH2:27][CH3:26])[N:5]=[C:4]([CH3:20])[C:3]=1[C:21]([O:23][CH2:24][CH3:25])=[O:22]. (8) Given the reactants Br[C:2]1[CH:7]=[C:6]([N+:8]([O-:10])=[O:9])[CH:5]=[CH:4][C:3]=1[N:11]1[CH2:16][CH2:15][O:14][C:13]2[CH:17]=[C:18]([S:21]([N:24]([CH2:30][C:31]3[CH:36]=[CH:35][C:34]([O:37][CH3:38])=[CH:33][CH:32]=3)[C:25]3[S:26][CH:27]=[CH:28][N:29]=3)(=[O:23])=[O:22])[CH:19]=[CH:20][C:12]1=2.B1([C:48]2[CH2:53][CH2:52][N:51]([C:54]([O:56][C:57]([CH3:60])([CH3:59])[CH3:58])=[O:55])[CH2:50][CH:49]=2)OC(C)(C)C(C)(C)O1.C([O-])([O-])=O.[K+].[K+], predict the reaction product. The product is: [CH3:38][O:37][C:34]1[CH:33]=[CH:32][C:31]([CH2:30][N:24]([C:25]2[S:26][CH:27]=[CH:28][N:29]=2)[S:21]([C:18]2[CH:19]=[CH:20][C:12]3[N:11]([C:3]4[CH:4]=[CH:5][C:6]([N+:8]([O-:10])=[O:9])=[CH:7][C:2]=4[C:48]4[CH2:53][CH2:52][N:51]([C:54]([O:56][C:57]([CH3:60])([CH3:59])[CH3:58])=[O:55])[CH2:50][CH:49]=4)[CH2:16][CH2:15][O:14][C:13]=3[CH:17]=2)(=[O:23])=[O:22])=[CH:36][CH:35]=1. (9) Given the reactants [CH3:1][C:2]1[C:6]([C:7]2[CH:8]=[CH:9][C:10]([C:23](OC)=[O:24])=[C:11]3[C:16]=2[O:15][CH2:14][CH:13]([C:17]2[CH:22]=[CH:21][CH:20]=[CH:19][CH:18]=2)[NH:12]3)=[C:5]([CH3:27])[O:4][N:3]=1.[AlH4-].[Li+], predict the reaction product. The product is: [CH3:1][C:2]1[C:6]([C:7]2[C:16]3[O:15][CH2:14][CH:13]([C:17]4[CH:22]=[CH:21][CH:20]=[CH:19][CH:18]=4)[NH:12][C:11]=3[C:10]([CH2:23][OH:24])=[CH:9][CH:8]=2)=[C:5]([CH3:27])[O:4][N:3]=1.